Dataset: Reaction yield outcomes from USPTO patents with 853,638 reactions. Task: Predict the reaction yield, written as a fraction of the theoretical maximum amount of product (1.0 means a 100% yield; for example, 0.34 means a 34% yield). The product is [CH2:25]([O:32][C:33]1[C:42]2[C:37](=[CH:38][CH:39]=[C:40]([F:43])[CH:41]=2)[CH:36]=[C:35]([CH2:20][Cl:24])[CH:34]=1)[C:26]1[CH:27]=[CH:28][CH:29]=[CH:30][CH:31]=1. The reactants are C1(P(C2C=CC=CC=2)C2C=CC=CC=2)C=CC=CC=1.[C:20]([Cl:24])(Cl)(Cl)Cl.[CH2:25]([O:32][C:33]1[C:42]2[C:37](=[CH:38][CH:39]=[C:40]([F:43])[CH:41]=2)[CH:36]=[C:35](CO)[CH:34]=1)[C:26]1[CH:31]=[CH:30][CH:29]=[CH:28][CH:27]=1. The yield is 0.875. The catalyst is O1CCCC1.O.